Dataset: HIV replication inhibition screening data with 41,000+ compounds from the AIDS Antiviral Screen. Task: Binary Classification. Given a drug SMILES string, predict its activity (active/inactive) in a high-throughput screening assay against a specified biological target. (1) The molecule is C=CCOC1=C(OC(C)=O)C(C2COC(C)(C)O2)OC1=O. The result is 0 (inactive). (2) The compound is O=C(O)C(=CC=Cc1ccccc1)c1csc(-c2nc(C(=CC=Cc3ccccc3)C(=O)O)cs2)n1. The result is 0 (inactive). (3) The molecule is CC(C)(C)OC(=O)NCCc1ccc(N)cc1.Cl. The result is 0 (inactive). (4) The drug is O=C(Nc1cccc(C(=O)NCCCO)c1)C(=Cc1ccccc1)NC(=O)c1ccccc1. The result is 0 (inactive).